Task: Predict the product of the given reaction.. Dataset: Forward reaction prediction with 1.9M reactions from USPTO patents (1976-2016) (1) Given the reactants [Br-].[S:2]1[CH:6]=[CH:5][N:4]=[C:3]1[Zn+].Cl[C:9]1[CH:10]=[C:11]([C:26]2[S:30][C:29]([C:31]3([OH:42])[CH2:36][CH2:35][CH:34]([C:37]([OH:39])=[O:38])[C:33]([CH3:41])([CH3:40])[CH2:32]3)=[N:28][CH:27]=2)[CH:12]=[C:13]([NH:15][C:16]2[N:21]=[C:20]([C:22]([F:25])([F:24])[F:23])[CH:19]=[CH:18][N:17]=2)[CH:14]=1.C1(P(C2CCCCC2)C2C=CC=CC=2C2C(C(C)C)=CC(C(C)C)=CC=2C(C)C)CCCCC1, predict the reaction product. The product is: [OH:42][C:31]1([C:29]2[S:30][C:26]([C:11]3[CH:12]=[C:13]([NH:15][C:16]4[N:21]=[C:20]([C:22]([F:25])([F:24])[F:23])[CH:19]=[CH:18][N:17]=4)[CH:14]=[C:9]([C:3]4[S:2][CH:6]=[CH:5][N:4]=4)[CH:10]=3)=[CH:27][N:28]=2)[CH2:36][CH2:35][CH:34]([C:37]([OH:39])=[O:38])[C:33]([CH3:41])([CH3:40])[CH2:32]1. (2) Given the reactants [Cl:1][C:2]1[CH:10]=[CH:9][CH:8]=[C:7]([N+:11]([O-:13])=[O:12])[C:3]=1[C:4]([OH:6])=O.O=S(Cl)Cl.[F:18][C:19]1[CH:20]=[C:21]([CH:23]=[CH:24][CH:25]=1)[NH2:22].C([O-])(O)=O.[Na+], predict the reaction product. The product is: [Cl:1][C:2]1[CH:10]=[CH:9][CH:8]=[C:7]([N+:11]([O-:13])=[O:12])[C:3]=1[C:4]([NH:22][C:21]1[CH:23]=[CH:24][CH:25]=[C:19]([F:18])[CH:20]=1)=[O:6]. (3) Given the reactants C(N(CC)CC)C.[C:8](Cl)(=[O:10])[CH3:9].[N:12]1([C@H:18]2[CH2:21][C@H:20]([O:22][C:23]3[CH:28]=[CH:27][C:26]([C:29]4[S:30][C:31]5[CH2:32][NH:33][CH2:34][CH2:35][C:36]=5[N:37]=4)=[CH:25][CH:24]=3)[CH2:19]2)[CH2:17][CH2:16][CH2:15][CH2:14][CH2:13]1, predict the reaction product. The product is: [C:8]([N:33]1[CH2:34][CH2:35][C:36]2[N:37]=[C:29]([C:26]3[CH:25]=[CH:24][C:23]([O:22][C@H:20]4[CH2:19][C@H:18]([N:12]5[CH2:17][CH2:16][CH2:15][CH2:14][CH2:13]5)[CH2:21]4)=[CH:28][CH:27]=3)[S:30][C:31]=2[CH2:32]1)(=[O:10])[CH3:9]. (4) Given the reactants [C:1]([C:5]1[CH:10]=[CH:9][C:8]([S:11]([CH:14]2[CH2:20][C:19]3[CH:21]=[CH:22][CH:23]=[CH:24][C:18]=3[NH:17][N:16]([CH2:25][CH2:26][C:27]3[CH:32]=[CH:31][CH:30]=[CH:29][CH:28]=3)[CH2:15]2)(=[O:13])=[O:12])=[CH:7][CH:6]=1)([CH3:4])([CH3:3])[CH3:2].[NH:33]1[CH:37]=[CH:36][N:35]=[C:34]1[CH:38]=O.C(O[BH-](OC(=O)C)OC(=O)C)(=O)C.[Na+].[OH-].[NH4+], predict the reaction product. The product is: [C:1]([C:5]1[CH:6]=[CH:7][C:8]([S:11]([CH:14]2[CH2:20][C:19]3[CH:21]=[CH:22][CH:23]=[CH:24][C:18]=3[N:17]([CH2:38][C:34]3[NH:33][CH:37]=[CH:36][N:35]=3)[N:16]([CH2:25][CH2:26][C:27]3[CH:28]=[CH:29][CH:30]=[CH:31][CH:32]=3)[CH2:15]2)(=[O:13])=[O:12])=[CH:9][CH:10]=1)([CH3:4])([CH3:2])[CH3:3]. (5) Given the reactants [N+:1]([C:4]1[S:8][C:7]2[CH:9]=[CH:10][CH:11]=[CH:12][C:6]=2[C:5]=1[NH:13][C:14]1[CH:19]=[CH:18][CH:17]=[CH:16][CH:15]=1)([O-])=O, predict the reaction product. The product is: [C:14]1([NH:13][C:5]2[C:6]3[CH:12]=[CH:11][CH:10]=[CH:9][C:7]=3[S:8][C:4]=2[NH2:1])[CH:15]=[CH:16][CH:17]=[CH:18][CH:19]=1. (6) Given the reactants Br[C:2]1[CH:7]=[CH:6][C:5]([CH:8]([O:11][CH3:12])[O:9][CH3:10])=[CH:4][N:3]=1.C([Mg]Cl)(C)C.CN(C)[CH:20]=[O:21].O, predict the reaction product. The product is: [CH3:10][O:9][CH:8]([O:11][CH3:12])[C:5]1[CH:6]=[CH:7][C:2]([CH:20]=[O:21])=[N:3][CH:4]=1.